Dataset: B-cell epitopes from IEDB database with 3,159 antigens for binding position prediction. Task: Token-level Classification. Given an antigen amino acid sequence, predict which amino acid positions are active epitope sites capable of antibody binding. Output is a list of indices for active positions. (1) Given the antigen sequence: SGTQPTVADAGATKKDKEDDKGKNKDVTGSGSGEKTVAAVTKDKDVNAGSHGKIVPRLSKITKKMSLPRVKGNVILDIDHLLEYKPDQIELYNTRASHQQFASWFNQVKTEYDLNEQQMGVVMNGFMVWCIENGTSPDINGVWVMMDGNEQVEYPLKPIVENAKPTLRQIMHHFSDAAEAYIEMRNAEAPYMPRYGLLRNLRDRSLARYAFDFYEVNSKTPERAREAVAQMKAAALSNVSSRLFGLDGNVATTSEDTERHTARDVNRNMHTLLGVNTMQ, which amino acid positions are active epitope sites? The epitope positions are: [0, 1, 2, 3, 4, 5, 6, 7, 8, 9]. The amino acids at these positions are: SGTQPTVADA. (2) Given the antigen sequence: MAHLCLSPSPVEGRSRGGLPTGANLSPPGGEIRPPAPVVVPNRVLRIRYVANQLNCCRRPSECPPAVTCDYYTSGRKSGRGRPPHRGALHFVEGTLSTAAGRRRKKKASRICPTTEEKPLSLRLSPYGVLDPPTIRQNESRYSTVTLSGGAERRGDPLEELYQRGEARRSASPKYAFFKNAGSLLGLEKIYRIATRRWSTTLSWGSLLQEELLLKHISQVDDLKGLYSEEITTSLYALKQREEKRYLDRFSPSQYANAFIFLFPPPNLSGELHAGHYFNFVQLHVLLLFSRHIWSRYSLALYGADHGGLSAHAAFSRAADPKWTREKHISEMKRWQEKLKEKILTCMQKMNIAVDRSRFYSTMSGNMKQLVTDTFYALYRNDLIVKRLYPVYYCPPLGTIISKLDVEFRETLQPRWRVTLRLVDGGEESHVDTESDSPHGDNTPPGVNSKRTVGEQSNCRYPPQLQQTNEVKFFPQSSHHFFYLKNTHEVPPEVTPSESI..., which amino acid positions are active epitope sites? The epitope positions are: [1264, 1265, 1266, 1267, 1268, 1269]. The amino acids at these positions are: TWEVLH. (3) Given the antigen sequence: MRGRVSPLMLLLGILVLASVSATQAKSPYRKTENPCAQRCLQSCQQEPDDLKQKACESRCTKLEYDPRCVYDTGATNQRHPPGERTRGRQPGDYDDDRRQPRREEGGRWGPAEPREREREEDWRQPREDWRRPSHQQPRKIRPEGREGEQEWGTPGSEVREETSRNNPFYFPSRRFSTRYGNQNGRIRVLQRFDQRSKQFQNLQNHRIVQIEARPNTLVLPKHADADNILVIQQGQATVTVANGNNRKSFNLDEGHALRIPSGFISYILNRHDNQNLRVAKISMPVNTPGQFEDFFPASSRDQSSYLQGFSRNTLEAAFNAEFNEIRRVLLEENAGGEQEERGQRRRSTRSSDNEGVIVKVSKEHVQELTKHAKSVSKKGSEEEDITNPINLRDGEPDLSNNFGRLFEVKPDKKNPQLQDLDMMLTCVEIKEGALMLPHFNSKAMVIVVVNKGTGNLELVAVRKEQQQRGRREQEWEEEEEDEEEEGSNREVRRYTARLK..., which amino acid positions are active epitope sites? The epitope positions are: [390, 391, 392, 393, 394, 395, 396, 397, 398, 399, 400, 401, 402, 403, 404, 405, 406, 407, 408, 409... (24 total positions)]. The amino acids at these positions are: NLRDGEPDLSNNFGRLFEVKPDKK. (4) The epitope positions are: [498, 499, 500, 501, 502, 503, 504, 505, 506]. The amino acids at these positions are: SDDDGPASN. Given the antigen sequence: MQPTAPPRRRLLPLLLPQLLLFGLMAEAKPATETPGSASVDTVFTARAGAPVFLPGPAARPDVRAVRGWSVLAGACSPPVPEPVCLDDRECFTDVALDAACLRTARVAPLAIAELAERPDSTGDKEFVLADPHVSAQLGRNATGVLIAAAAEEDGGVYFLYDRLIGDAGDEETQLALTLQVATAGAQGAARDEEREPATGPTPGPPPHRTTTRAPPRRHGARFRVLPYHSHVYTPGDSFLLSVRLQSEFFDEAPFSASIDWYFLRTAGDCALIRIYETCIFHPEAPACLHPADAQCSFASPYRSETVYSRLYEQCRPDPAGRWPHECEGAAYAAPVAHLRPANNSVDLVFDDAPAAASGLYVFVLQYNGHVEAWDYSLVVTSDRLVRAVTDHTRPEAAAADAPEPGPPLTSEPAGAPTGPAPWLVVLVGALGLAGLVGIAALAVRVCARRASQKRTYDILNPFGPVYTSLPTNEPLDVVVPVSDDEFSLDEDSFADDDSD..., which amino acid positions are active epitope sites? (5) Given the antigen sequence: EFKQPGVIDAHLVLHQLHCNGVLEGIRICRKGFPNRMIYSEFKQRYSILAPNAIPDGFVDGRQVTEKLLEATQLDKSLYQCGNTKVFFKAGTLASLEDLRDEKLNGIISLFQAEIRGYLMQKQYKKLQDQRVALTLMQRNIRKYLVLRNWPWWRLYTKVKPMLNIARQEEEMKKAAEELAKLKEEFEKLEKLKKELEEQNVTVLQQKNDLFLQLQTEQDSLADAEEKISKLVLQRGDMEQRIKELEERLADEEDQAANLSEVKKKMSAEIEELKKDVEDLESSLQKAEQEKQTKDNQIRTLQAEMAQQDETIGKLNKDKKNLEEQNKRTQEALQAEEDKVNHLNKLKAKLESTLDEMEENLAREQKIRGDVEKSKRKLEGVLKATQETVDDLERVKRDLEEQLRRKEAEISGLSGKFEDEQGLVAQLQRKIKELQTRIQELEEDLEAERAARSKAEKSRQQLESELEEVVDRLEEQDGVTAAQSDLTKKREAELMKLKRD..., which amino acid positions are active epitope sites? The epitope positions are: [166, 167, 168, 169, 170, 171, 172, 173, 174, 175, 176, 177, 178, 179, 180, 181, 182, 183, 184, 185... (22 total positions)]. The amino acids at these positions are: RQEEEMKKAAEELAKLKEEFEK. (6) Given the antigen sequence: MKYLAAYALVGLSGGTPSKSAVEAVLKAAGVPVDPSRVDALFAEFAGKDLDTVCTEGKSKLVGGATRPNAATASAPTAAAAASSGAAAPAAAAEEEEDDDMGFGLFD, which amino acid positions are active epitope sites? The epitope positions are: [97, 98, 99, 100, 101, 102, 103, 104, 105, 106]. The amino acids at these positions are: DDDMGFGLFD. (7) Given the antigen sequence: MGDSEMAVFGAAAPYLRKSEKERLEAQTRPFDLKKDVFVPDDKQEFVKAKIVSREGGKVTAETEYGKTVTVKEDQVMQQNPPKFDKIEDMAMLTFLHEPAVLYNLKDRYGSWMIYTYSGLFCVTVNPYKWLPVYTPEVVAAYRGKKRSEAPPHIFSISDNAYQYMLTDRENQSILITGESGAGKTVNTKRVIQYFAVIAAIGDRSKKDQSPGKGTLEDQIIQANPALEAFGNAKTVRNDNSSRFGKFIRIHFGATGKLASADIETYLLEKSRVIFQLKAERDYHIFYQILSNKKPELLDMLLITNNPYDYAFISQGETTVASIDDAEELMATDNAFDVLGFTSEEKNSMYKLTGAIMHFGNMKFKLKQREEQAEPDGTEEADKSAYLMGLNSADLLKGLCHPRVKVGNEYVTKGQNVQQVIYATGALAKAVYERMFNWMVTRINATLETKQPRQYFIGVLDIAGFEIFDFNSFEQLCINFTNEKLQQFFNHHMFVLEQEE..., which amino acid positions are active epitope sites? The epitope positions are: [1548, 1549, 1550, 1551, 1552, 1553, 1554, 1555, 1556, 1557, 1558, 1559, 1560, 1561, 1562, 1563]. The amino acids at these positions are: ASLEHEEGKILRAQLE. (8) The epitope positions are: [385, 386, 387, 388, 389, 390, 391, 392, 393]. The amino acids at these positions are: GPARRGAPY. Given the antigen sequence: MGPGIAAVLLSLAVALARVSVGGGEYVPVERSLTRVNPGRFRGAHLAPLEQKTDPPDVRRVYHVQPFVENPFQTPSVPVAVYYAVLERACRSVLLWAPTEAVQVVRGAPEATRPDARYNLTVAWYRTSDDCAIPILVMEYAECPYDRPLGACPVRNLPRWSFYDNFSATSDDDLGLVMHAPAFETAGTYVRLVKVNGWVEVTQFIFEHRGKGPCRYTLPLRILPAACLRGPVFEQGVTVDGIGMLPRFIPENQRIVAVYSLQAAGWHGPKAPFTSTLLPPEVVETANATRPELAPEDEDEQAPGDEPAPAVAAQLPPNWHVPEASDVTIQGPAPAPSGHTGAIVGALAGAGLAAGVVVLAVYLVRRRARAAGKHVRLPELLDEGPGPARRGAPY, which amino acid positions are active epitope sites? (9) Given the antigen sequence: MNTNLYRLVFSHVRGMLVPVSEHCTVGNTFCGRTRGQARSGARATSLSVAPNALAWALMLACTGLPLVTHAQGLVPQGQTQVLQGGNKVPVVNIADPNSGGVSHNKFQQFNVANPGVVFNNGLTDGVSRIGGALTKNPNLTRQASAILAEVTDTSPSRLAGTLEVYGKGADLIIANPNGISVNGLSTLNASNLTLTTGRPSVNGGRIGLDVQQGTVTIERGGVNATGLGYFDVVARLVKLQGAVSSKQGKPLADIAVVAGANRYDHATRRATPIAAGARGAAAGAYAIDGTAAGAMYGKHITLVSSDSGLGVRQLGSLSSPSAITVSSQGEIALGDATVQRGPLSLKGAGVVSAGKLASGGGAVNVAGGGAVKIASASSVGNLAVQGGGKVQATLLNAGGTLLVSGRQAVQLGAASSRQALSVNAGGALKADKLSATRRVDVDGKQAVALGSASSNALSVRAGGALKAGKLSATGRLDVDGKQAVTLGSVASDGALSVSA..., which amino acid positions are active epitope sites? The epitope positions are: [2000, 2001, 2002, 2003, 2004, 2005, 2006, 2007, 2008, 2009, 2010, 2011, 2012, 2013, 2014]. The amino acids at these positions are: RGHTLESAEGRKIFG. (10) Given the antigen sequence: MDIDPYKEFGASVELLSFLPSDFFPSIRDLLDTASALYREALESPEHCSPHHTALREAILCWGELMNLATWVGSNLEDPASRELVVSYVNVNMGLKXRQLLWFHISCLTFGRETVLEYLVSFGVWIRTPPAYRPPNAPILSTLPETTVVRRRGRSPRRRTPSPRRRRSQSPRRRRSQSRESQC, which amino acid positions are active epitope sites? The epitope positions are: [144, 145, 146, 147, 148, 149, 150, 151, 152, 153, 154, 155]. The amino acids at these positions are: ETTVVRRRGRSP.